Dataset: NCI-60 drug combinations with 297,098 pairs across 59 cell lines. Task: Regression. Given two drug SMILES strings and cell line genomic features, predict the synergy score measuring deviation from expected non-interaction effect. Drug 1: C1CCC(C1)C(CC#N)N2C=C(C=N2)C3=C4C=CNC4=NC=N3. Drug 2: CCC1(CC2CC(C3=C(CCN(C2)C1)C4=CC=CC=C4N3)(C5=C(C=C6C(=C5)C78CCN9C7C(C=CC9)(C(C(C8N6C)(C(=O)OC)O)OC(=O)C)CC)OC)C(=O)OC)O.OS(=O)(=O)O. Cell line: EKVX. Synergy scores: CSS=37.6, Synergy_ZIP=0.815, Synergy_Bliss=3.64, Synergy_Loewe=-10.6, Synergy_HSA=5.44.